From a dataset of Hepatocyte clearance measurements from AstraZeneca. Regression/Classification. Given a drug SMILES string, predict its absorption, distribution, metabolism, or excretion properties. Task type varies by dataset: regression for continuous measurements (e.g., permeability, clearance, half-life) or binary classification for categorical outcomes (e.g., BBB penetration, CYP inhibition). For this dataset (clearance_hepatocyte_az), we predict log10(clearance) (log10 of the in vitro intrinsic clearance, CLint, in uL/min per 10^6 hepatocytes; values are censored to the assay range of 3 to 150, which is 0.477 to 2.18 on this log10 scale). (1) The drug is COc1cccc2c1c(NS(=O)(=O)c1ccc(Cl)s1)nn2Cc1cccc(CNC(=O)[C@H]2COCCN2)c1. The log10(clearance) is 1.20. (2) The molecule is Cc1cc(F)ccc1OC1CCN(CC2CCN([C@@](C)(Cc3ccc(F)cc3)C(=O)O)CC2)CC1. The log10(clearance) is 1.03. (3) The compound is CCOC(=O)c1c(-c2ccccc2)nc2cc(C)ccn12. The log10(clearance) is 2.17. (4) The molecule is CN[C@@H](C)C(=O)N[C@H](C(=O)N1CC[C@H]2CC[C@H](NC(=O)c3cccc4ccccc34)[C@H]21)C(C)(C)C. The log10(clearance) is 1.08.